From a dataset of Full USPTO retrosynthesis dataset with 1.9M reactions from patents (1976-2016). Predict the reactants needed to synthesize the given product. Given the product [F:19][C:16]1[CH:17]=[CH:18][C:13]([O:12][CH2:11][C:9]2[N:10]=[C:5]3[N:4]=[CH:3][C:2]([C:24]4[CH:23]=[CH:22][C:21]([F:20])=[CH:26][N:25]=4)=[CH:7][N:6]3[CH:8]=2)=[CH:14][CH:15]=1, predict the reactants needed to synthesize it. The reactants are: Br[C:2]1[CH:3]=[N:4][C:5]2[N:6]([CH:8]=[C:9]([CH2:11][O:12][C:13]3[CH:18]=[CH:17][C:16]([F:19])=[CH:15][CH:14]=3)[N:10]=2)[CH:7]=1.[F:20][C:21]1[CH:22]=[CH:23][C:24](B(O)O)=[N:25][CH:26]=1.